Dataset: Full USPTO retrosynthesis dataset with 1.9M reactions from patents (1976-2016). Task: Predict the reactants needed to synthesize the given product. (1) Given the product [C:1]([NH:22][CH2:23][CH2:24][O:25][P:26](=[O:28])=[O:27])(=[O:21])[CH2:2][CH2:3]/[CH:4]=[CH:5]\[CH2:6][CH:7]=[CH:8][CH2:9][CH:10]=[CH:11][CH2:12][CH:13]=[CH:14][CH2:15][CH:16]=[CH:17][CH2:18][CH:19]=[CH:20][CH2:29][CH3:30], predict the reactants needed to synthesize it. The reactants are: [C:1]([NH:22][CH2:23][CH2:24][O:25][P:26](=[O:28])=[O:27])(=[O:21])[CH2:2][CH2:3][CH2:4]/[CH:5]=[CH:6]\[CH2:7][CH:8]=[CH:9][CH2:10][CH:11]=[CH:12][CH2:13][CH:14]=[CH:15][CH2:16][CH2:17][CH2:18][CH2:19][CH3:20].[C:29](O)(=O)[CH2:30]C/C=C\CC=CCC=CCC=CCC=CCC=CCC. (2) Given the product [C:18]([O:22][C:23]([N:25]1[CH2:30][CH2:29][N:28]([CH2:31][C:32]2[CH:33]=[CH:34][CH:35]=[CH:36][CH:37]=2)[CH2:27][C@@H:26]1[CH2:38][CH:39]=[O:40])=[O:24])([CH3:21])([CH3:20])[CH3:19], predict the reactants needed to synthesize it. The reactants are: C(Cl)(=O)C(Cl)=O.CS(C)=O.C(N(CC)CC)C.[C:18]([O:22][C:23]([N:25]1[CH2:30][CH2:29][N:28]([CH2:31][C:32]2[CH:37]=[CH:36][CH:35]=[CH:34][CH:33]=2)[CH2:27][C@@H:26]1[CH2:38][CH2:39][OH:40])=[O:24])([CH3:21])([CH3:20])[CH3:19]. (3) Given the product [NH2:17][C:13]1[CH:12]=[C:11]([C:9]2[S:10][C:5]3[C:4]([N:18]4[CH2:23][CH2:22][O:21][CH2:20][CH2:19]4)=[N:3][C:2]([C:28]4[CH:27]=[N:26][C:25]([NH2:24])=[N:30][CH:29]=4)=[N:7][C:6]=3[CH:8]=2)[CH:16]=[CH:15][CH:14]=1, predict the reactants needed to synthesize it. The reactants are: Cl[C:2]1[N:3]=[C:4]([N:18]2[CH2:23][CH2:22][O:21][CH2:20][CH2:19]2)[C:5]2[S:10][C:9]([C:11]3[CH:12]=[C:13]([NH2:17])[CH:14]=[CH:15][CH:16]=3)=[CH:8][C:6]=2[N:7]=1.[NH2:24][C:25]1[N:30]=[CH:29][C:28](B2OC(C)(C)C(C)(C)O2)=[CH:27][N:26]=1. (4) Given the product [Cl:28][C:11]1[CH:10]=[CH:9][NH:8][C:29](=[O:30])[C:41]=1[C:43]1[NH:24][C:17]2[C:18]([N:23]=1)=[CH:19][C:20]1[C:21](=[O:22])[N:13]([CH2:12][CH:10]3[CH2:11][N:8]([CH3:6])[CH2:9]3)[C:14](=[O:27])[C:15]=1[CH:16]=2, predict the reactants needed to synthesize it. The reactants are: C(O[C:6]([N:8]1[CH2:11][CH:10]([CH2:12][N:13]2[C:21](=[O:22])[C:20]3[C:15](=[CH:16][C:17]([N+:24]([O-])=O)=[C:18]([NH2:23])[CH:19]=3)[C:14]2=[O:27])[CH2:9]1)=O)(C)(C)C.[ClH:28].[CH2:29]=[O:30].[BH-](O[C:41]([CH3:43])=O)(OC(C)=O)OC(C)=O.[Na+]. (5) Given the product [P:2]([O-:5])([O-:4])([O-:3])=[O:1].[Ca+2:17].[P:7]([O-:10])([O-:9])([O-:8])=[O:6].[Ca+2:17].[Ca+2:17], predict the reactants needed to synthesize it. The reactants are: [O-:1][P:2]([O-:5])([O-:4])=[O:3].[O-:6][P:7]([O-:10])([O-:9])=[O:8].[O-]P([O-])([O-])=O.[F-].[Ca+2:17].[Ca+2].[Ca+2].[Ca+2].[Ca+2].P(=O)(O)(O)O. (6) Given the product [C:1]1([CH:7]([C:11]2[CH:16]=[CH:15][CH:14]=[CH:13][CH:12]=2)[CH2:8][CH2:9][N:30]2[CH2:29][CH2:28][CH:27]([N:18]3[C:22]4[CH:23]=[CH:24][CH:25]=[CH:26][C:21]=4[N:20]=[N:19]3)[CH2:32][CH2:31]2)[CH:6]=[CH:5][CH:4]=[CH:3][CH:2]=1, predict the reactants needed to synthesize it. The reactants are: [C:1]1([CH:7]([C:11]2[CH:16]=[CH:15][CH:14]=[CH:13][CH:12]=2)[CH2:8][CH2:9]Br)[CH:6]=[CH:5][CH:4]=[CH:3][CH:2]=1.Cl.[N:18]1([CH:27]2[CH2:32][CH2:31][NH:30][CH2:29][CH2:28]2)[C:22]2[CH:23]=[CH:24][CH:25]=[CH:26][C:21]=2[N:20]=[N:19]1.C(=O)([O-])[O-].[K+].[K+].